From a dataset of Full USPTO retrosynthesis dataset with 1.9M reactions from patents (1976-2016). Predict the reactants needed to synthesize the given product. (1) Given the product [Br:16][C:17]1[CH:22]=[C:21]([CH3:23])[C:20]([C:24]([F:25])([F:26])[F:27])=[CH:19][C:18]=1[CH:31]=[O:32], predict the reactants needed to synthesize it. The reactants are: [Li]CCCC.CC1CCCN(C)C1(C)C.[Br:16][C:17]1[CH:18]=[CH:19][C:20]([C:24]([F:27])([F:26])[F:25])=[C:21]([CH3:23])[CH:22]=1.CN([CH:31]=[O:32])C. (2) Given the product [C:13]([O:17][C:18](=[O:25])[NH:19][C@H:20]([C:22]1[N:34]([C:35]2[CH:36]=[N:37][N:38]([CH3:40])[CH:39]=2)[C:29]2[CH:28]=[C:27]([F:26])[CH:32]=[CH:31][C:30]=2[N:23]=1)[CH3:21])([CH3:16])([CH3:15])[CH3:14], predict the reactants needed to synthesize it. The reactants are: F[B-](F)(F)F.C([O+](CC)CC)C.[C:13]([O:17][C:18](=[O:25])[NH:19][C@H:20]([C:22](=O)[NH2:23])[CH3:21])([CH3:16])([CH3:15])[CH3:14].[F:26][C:27]1[CH:28]=[C:29]([NH:34][C:35]2[CH:36]=[N:37][N:38]([CH3:40])[CH:39]=2)[C:30](N)=[CH:31][CH:32]=1. (3) The reactants are: [Br:1][C:2]1[CH:7]=[CH:6][C:5]([NH:8][C:9]([NH:11][NH:12][C:13](=O)[CH2:14][CH:15]2[CH2:18][N:17]([C:19]([CH:21]3[CH2:23][CH2:22]3)=[O:20])[CH2:16]2)=[O:10])=[CH:4][CH:3]=1.C(=O)([O-])[O-].[K+].[K+]. Given the product [Br:1][C:2]1[CH:7]=[CH:6][C:5]([N:8]2[C:13]([CH2:14][CH:15]3[CH2:18][N:17]([C:19]([CH:21]4[CH2:23][CH2:22]4)=[O:20])[CH2:16]3)=[N:12][NH:11][C:9]2=[O:10])=[CH:4][CH:3]=1, predict the reactants needed to synthesize it. (4) Given the product [CH3:25][C:24]1[CH:23]=[C:22]([CH3:26])[NH:21][C:20](=[O:27])[C:19]=1[CH2:18][NH:17][C:15]([C:4]1[C:5]2[C:6]([CH3:14])=[N:7][N:8]([CH:11]([CH3:13])[CH3:12])[C:9]=2[CH:10]=[C:2]([C:32]2[CH:31]=[N:30][C:29]([CH3:28])=[CH:34][CH:33]=2)[CH:3]=1)=[O:16], predict the reactants needed to synthesize it. The reactants are: Br[C:2]1[CH:3]=[C:4]([C:15]([NH:17][CH2:18][C:19]2[C:20](=[O:27])[NH:21][C:22]([CH3:26])=[CH:23][C:24]=2[CH3:25])=[O:16])[C:5]2[C:6]([CH3:14])=[N:7][N:8]([CH:11]([CH3:13])[CH3:12])[C:9]=2[CH:10]=1.[CH3:28][C:29]1[CH:34]=[CH:33][C:32](B2OC(C)(C)C(C)(C)O2)=[CH:31][N:30]=1. (5) Given the product [C:14]([C:10]1[CH:9]=[C:8]2[C:13](=[CH:12][CH:11]=1)[N:4]([CH2:3][CH2:2][O:1][S:24]([CH3:23])(=[O:26])=[O:25])[CH2:5][CH2:6][CH2:7]2)#[N:15], predict the reactants needed to synthesize it. The reactants are: [OH:1][CH2:2][CH2:3][N:4]1[C:13]2[C:8](=[CH:9][C:10]([C:14]#[N:15])=[CH:11][CH:12]=2)[CH2:7][CH2:6][CH2:5]1.C(N(CC)CC)C.[CH3:23][S:24](Cl)(=[O:26])=[O:25].O. (6) Given the product [CH2:1]([N:8]1[C:16]2[C:15](=[O:17])[N:14]([CH2:18][CH2:19][CH2:20][OH:21])[C:13](=[O:29])[N:12]([CH3:30])[C:11]=2[N:10]=[C:9]1[C:31]1[CH:36]=[CH:35][C:34]([Cl:37])=[C:33]([Cl:38])[CH:32]=1)[C:2]1[CH:7]=[CH:6][CH:5]=[CH:4][CH:3]=1, predict the reactants needed to synthesize it. The reactants are: [CH2:1]([N:8]1[C:16]2[C:15](=[O:17])[N:14]([CH2:18][CH2:19][CH2:20][O:21][Si](C(C)(C)C)(C)C)[C:13](=[O:29])[N:12]([CH3:30])[C:11]=2[N:10]=[C:9]1[C:31]1[CH:36]=[CH:35][C:34]([Cl:37])=[C:33]([Cl:38])[CH:32]=1)[C:2]1[CH:7]=[CH:6][CH:5]=[CH:4][CH:3]=1.Cl.